From a dataset of Full USPTO retrosynthesis dataset with 1.9M reactions from patents (1976-2016). Predict the reactants needed to synthesize the given product. (1) Given the product [F:19][C:3]1[C:2]([C:29]#[C:28][C:26]([OH:30])([C:24]2[N:23]=[CH:22][N:21]([CH3:20])[CH:25]=2)[CH3:27])=[CH:18][C:6]2[C:7]3[N:8]([CH:12]=[C:13]([C:15]([NH2:17])=[O:16])[N:14]=3)[CH2:9][CH2:10][O:11][C:5]=2[CH:4]=1, predict the reactants needed to synthesize it. The reactants are: Br[C:2]1[C:3]([F:19])=[CH:4][C:5]2[O:11][CH2:10][CH2:9][N:8]3[CH:12]=[C:13]([C:15]([NH2:17])=[O:16])[N:14]=[C:7]3[C:6]=2[CH:18]=1.[CH3:20][N:21]1[CH:25]=[C:24]([C:26]([OH:30])([C:28]#[CH:29])[CH3:27])[N:23]=[CH:22]1. (2) Given the product [C:11]1([C:11]2[CH:26]=[CH:25][C:24]3[C:17](=[O:19])[C:16]4[C:15](=[CH:23][CH:22]=[CH:21][CH:20]=4)[CH2:14][C:13]=3[CH:12]=2)[CH:12]=[CH:13][CH:24]=[CH:25][CH:26]=1, predict the reactants needed to synthesize it. The reactants are: C1C2C(=CC=CC=2)C=CC=1[C:11]1[CH:12]=[C:13]([CH:24]=[CH:25][CH:26]=1)[CH2:14][C:15]1[CH:23]=[CH:22][CH:21]=[CH:20][C:16]=1[C:17]([OH:19])=O.F. (3) The reactants are: [CH3:1][O:2][C:3]1[CH:8]=[CH:7][C:6]([CH2:9][NH:10][CH2:11][CH2:12][OH:13])=[CH:5][CH:4]=1.[CH3:14][C:15]([O:18][C:19](O[C:19]([O:18][C:15]([CH3:17])([CH3:16])[CH3:14])=[O:20])=[O:20])([CH3:17])[CH3:16]. Given the product [OH:13][CH2:12][CH2:11][N:10]([CH2:9][C:6]1[CH:5]=[CH:4][C:3]([O:2][CH3:1])=[CH:8][CH:7]=1)[C:19](=[O:20])[O:18][C:15]([CH3:17])([CH3:16])[CH3:14], predict the reactants needed to synthesize it.